From a dataset of Full USPTO retrosynthesis dataset with 1.9M reactions from patents (1976-2016). Predict the reactants needed to synthesize the given product. (1) Given the product [CH3:23][C:19]1[O:20][CH:21]=[CH:22][C:18]=1[C:10]1[N:9]([C:6]2[CH:5]=[CH:4][C:3]([OH:2])=[CH:8][CH:7]=2)[C:13]2[CH:14]=[CH:15][CH:16]=[CH:17][C:12]=2[N:11]=1, predict the reactants needed to synthesize it. The reactants are: C[O:2][C:3]1[CH:8]=[CH:7][C:6]([N:9]2[C:13]3[CH:14]=[CH:15][CH:16]=[CH:17][C:12]=3[N:11]=[C:10]2[C:18]2[CH:22]=[CH:21][O:20][C:19]=2[CH3:23])=[CH:5][CH:4]=1.B(Br)(Br)Br. (2) The reactants are: ClC1C=CC=C(C(OO)=[O:9])C=1.[CH:12]1([C:15]2[CH:20]=[CH:19][N:18]=[CH:17][C:16]=2[I:21])[CH2:14][CH2:13]1. Given the product [CH:12]1([C:15]2[CH:20]=[CH:19][N+:18]([O-:9])=[CH:17][C:16]=2[I:21])[CH2:14][CH2:13]1, predict the reactants needed to synthesize it. (3) Given the product [ClH:20].[CH:22]([O:24][C:13]1[CH:12]=[CH:11][C:10]2[CH2:9][NH:8][CH2:17][C:16]([CH3:18])([CH3:19])[C:15]=2[N:14]=1)([CH3:23])[CH3:21], predict the reactants needed to synthesize it. The reactants are: C([N:8]1[CH2:17][C:16]([CH3:19])([CH3:18])[C:15]2[N:14]=[C:13]([Cl:20])[CH:12]=[CH:11][C:10]=2[CH2:9]1)C1C=CC=CC=1.[CH3:21][CH:22]([OH:24])[CH3:23]. (4) Given the product [S:1]1[CH2:6][CH:5]=[C:4]([N:8]2[CH2:12][CH2:11][CH2:10][CH2:9]2)[CH2:3][CH2:2]1, predict the reactants needed to synthesize it. The reactants are: [S:1]1[CH2:6][CH2:5][C:4](=O)[CH2:3][CH2:2]1.[NH:8]1[CH2:12][CH2:11][CH2:10][CH2:9]1.